This data is from Forward reaction prediction with 1.9M reactions from USPTO patents (1976-2016). The task is: Predict the product of the given reaction. (1) Given the reactants CO.[C:3]([NH:8][CH2:9][CH2:10][CH2:11][CH2:12][CH2:13][CH2:14][CH2:15][CH2:16][CH2:17][CH2:18][C:19]([O-:21])=[O:20])(=[O:7])[C:4]([CH3:6])=[CH2:5].[Na+:22].[C:23]([NH:27][C:28]([CH3:35])([CH3:34])[CH2:29][S:30]([OH:33])(=[O:32])=[O:31])(=[O:26])[CH:24]=[CH2:25].[OH-].[Na+], predict the reaction product. The product is: [C:3]([NH:8][CH2:9][CH2:10][CH2:11][CH2:12][CH2:13][CH2:14][CH2:15][CH2:16][CH2:17][CH2:18][C:19]([O-:21])=[O:20])(=[O:7])[C:4]([CH3:6])=[CH2:5].[Na+:22].[C:23]([NH:27][C:28]([CH3:35])([CH3:34])[CH2:29][S:30]([OH:33])(=[O:31])=[O:32])(=[O:26])[CH:24]=[CH2:25]. (2) The product is: [CH2:1]=[C:14]1[CH2:15][CH2:16][C:11]2([O:10][CH2:9][CH2:8][O:7]2)[CH2:12][CH2:13]1. Given the reactants [CH3:1]C([O-])(C)C.[K+].[O:7]1[C:11]2([CH2:16][CH2:15][C:14](=O)[CH2:13][CH2:12]2)[O:10][CH2:9][CH2:8]1.O, predict the reaction product. (3) Given the reactants C(N(C(C)C)CC)(C)C.[Cl:10][C:11]1[CH:19]=[C:18]([C:20]([NH:22][CH2:23][C:24]2[CH:29]=[CH:28][CH:27]=[C:26]([O:30][Si:31]([C:34]([CH3:37])([CH3:36])[CH3:35])([CH3:33])[CH3:32])[CH:25]=2)=[O:21])[CH:17]=[C:16]([CH3:38])[C:12]=1[C:13]([OH:15])=O.Cl.[CH3:40][C:41]([CH3:54])([O:43][C:44]([NH:46][CH2:47][C@@H:48]([C:50]([O:52][CH3:53])=[O:51])[NH2:49])=[O:45])[CH3:42].F[P-](F)(F)(F)(F)F.N1(O[P+](N(C)C)(N(C)C)N(C)C)C2C=CC=CC=2N=N1, predict the reaction product. The product is: [Cl:10][C:11]1[CH:19]=[C:18]([C:20]([NH:22][CH2:23][C:24]2[CH:29]=[CH:28][CH:27]=[C:26]([O:30][Si:31]([C:34]([CH3:36])([CH3:35])[CH3:37])([CH3:32])[CH3:33])[CH:25]=2)=[O:21])[CH:17]=[C:16]([CH3:38])[C:12]=1[C:13]([NH:49][C@H:48]([C:50]([O:52][CH3:53])=[O:51])[CH2:47][NH:46][C:44]([O:43][C:41]([CH3:54])([CH3:42])[CH3:40])=[O:45])=[O:15]. (4) The product is: [Cl:8][C:5]1[N:6]=[CH:7][C:2]2[C:11]([CH3:13])([CH3:12])[CH2:10][NH:9][C:3]=2[N:4]=1. Given the reactants Br[C:2]1[C:3]([NH:9][CH2:10][C:11]([CH3:13])=[CH2:12])=[N:4][C:5]([Cl:8])=[N:6][CH:7]=1.CCN(CC)CC.O, predict the reaction product. (5) Given the reactants Br[C:2]1[CH:3]=[CH:4][C:5]([C:8]([OH:11])([CH3:10])[CH3:9])=[N:6][CH:7]=1.[NH2:12][C:13]1[C:17]([C:18](=[O:20])[NH2:19])=[CH:16][N:15]([C:21]2([CH2:35][C:36]#[N:37])[CH2:26][CH2:25][N:24]([C:27]([O:29][CH2:30][C:31]([F:34])([F:33])[F:32])=[O:28])[CH2:23][CH2:22]2)[N:14]=1.C(P(C(C)(C)C)C1C(C)=C(C)C(C)=C(C)C=1C1C(C(C)C)=CC(C(C)C)=CC=1C(C)C)(C)(C)C.P([O-])([O-])([O-])=O.[K+].[K+].[K+], predict the reaction product. The product is: [C:18]([C:17]1[C:13]([NH:12][C:2]2[CH:7]=[N:6][C:5]([C:8]([OH:11])([CH3:10])[CH3:9])=[CH:4][CH:3]=2)=[N:14][N:15]([C:21]2([CH2:35][C:36]#[N:37])[CH2:26][CH2:25][N:24]([C:27]([O:29][CH2:30][C:31]([F:34])([F:33])[F:32])=[O:28])[CH2:23][CH2:22]2)[CH:16]=1)(=[O:20])[NH2:19]. (6) The product is: [C:1]([O:5][C:6](=[O:16])[NH:7][C:8]1[CH:13]=[C:12]([CH3:14])[CH:11]=[CH:10][C:9]=1[O:15][CH2:40][CH2:39][CH2:38][N:37]([CH3:42])[CH3:36])([CH3:4])([CH3:2])[CH3:3]. Given the reactants [C:1]([O:5][C:6](=[O:16])[NH:7][C:8]1[CH:13]=[C:12]([CH3:14])[CH:11]=[CH:10][C:9]=1[OH:15])([CH3:4])([CH3:3])[CH3:2].C1(P(C2C=CC=CC=2)C2C=CC=CC=2)C=CC=CC=1.[CH3:36][N:37]([CH3:42])[CH2:38][CH2:39][CH2:40]O.N(C(OC(C)C)=O)=NC(OC(C)C)=O, predict the reaction product. (7) Given the reactants C([O:3][CH:4](OCC)[C:5]1[O:13][C:12]2[C:11]([C:14]3[CH:19]=[CH:18][CH:17]=[C:16]([O:20][C:21]([F:24])([F:23])[F:22])[CH:15]=3)=[CH:10][N:9]=[CH:8][C:7]=2[CH:6]=1)C.Cl.C(=O)(O)[O-].[Na+], predict the reaction product. The product is: [F:24][C:21]([F:22])([F:23])[O:20][C:16]1[CH:15]=[C:14]([C:11]2[C:12]3[O:13][C:5]([CH:4]=[O:3])=[CH:6][C:7]=3[CH:8]=[N:9][CH:10]=2)[CH:19]=[CH:18][CH:17]=1. (8) Given the reactants [Br:1][C:2]1[C:3]([O:10][CH3:11])=[N+:4]([O-])[C:5]([CH3:8])=[CH:6][CH:7]=1.[C:12]([O:15][C:16](=O)C)(=[O:14])C, predict the reaction product. The product is: [Br:1][C:2]1[CH:7]=[CH:6][C:5]([CH2:8][C:12]([O:15][CH3:16])=[O:14])=[N:4][C:3]=1[O:10][CH3:11]. (9) The product is: [CH:56]1([C@@H:59]([NH:63][C:64]([C:15]2[C:16]([NH:22][C:12]([NH:11][C:5]3[C:6]([CH3:10])=[CH:7][CH:8]=[CH:9][C:4]=3[CH:1]([CH3:3])[CH3:2])=[O:13])=[CH:17][C:18]3[C:19](=[CH:30][CH:25]=[CH:26][CH:27]=3)[CH:20]=2)=[O:66])[C:60]([OH:62])=[O:61])[CH2:55][CH2:54][CH2:53][CH2:58][CH2:57]1. Given the reactants [CH:1]([C:4]1[CH:9]=[CH:8][CH:7]=[C:6]([CH3:10])[C:5]=1[N:11]=[C:12]=[O:13])([CH3:3])[CH3:2].Cl[C:15]1[CH:20]=[CH:19][CH:18]=[C:17](C)[C:16]=1[N:22]=C=O.[CH2:25]1[CH2:30]CC(N(C(OCC2C3C(=CC=CC=3)C3C2=CC=CC=3)=O)CC(O)=O)[CH2:27][CH2:26]1.[CH2:53]1[CH2:58][CH2:57][CH:56]([C@H:59]([NH:63][C:64]([O:66]CC2C3C(=CC=CC=3)C3C2=CC=CC=3)=O)[C:60]([OH:62])=[O:61])[CH2:55][CH2:54]1, predict the reaction product. (10) The product is: [ClH:25].[CH3:7][C:8]1([CH3:16])[CH2:13][CH2:12][CH2:11][NH:10][CH2:9]1. Given the reactants [H-].[Al+3].[Li+].[H-].[H-].[H-].[CH3:7][C:8]1([CH3:16])[CH2:13][CH2:12][C:11](=O)[NH:10][C:9]1=O.[OH-].[Na+].S([O-])([O-])(=O)=O.[Mg+2].[ClH:25].C(OCC)C, predict the reaction product.